From a dataset of Catalyst prediction with 721,799 reactions and 888 catalyst types from USPTO. Predict which catalyst facilitates the given reaction. (1) The catalyst class is: 12. Reactant: CS(O[CH:6]([C:8]1[CH:21]=[C:20]2[C:11]([O:12][CH2:13][CH2:14][N:15]3[C:19]2=[N:18][C:17]([C:22]2[N:26]([CH:27]([CH3:29])[CH3:28])[N:25]=[CH:24][N:23]=2)=[CH:16]3)=[CH:10][CH:9]=1)[CH3:7])(=O)=O.[C:30]([N:34]1[CH2:39][CH2:38][NH:37][CH2:36][CH2:35]1)([CH3:33])([CH3:32])[CH3:31]. Product: [C:30]([N:34]1[CH2:39][CH2:38][N:37]([CH:6]([C:8]2[CH:9]=[CH:10][C:11]3[O:12][CH2:13][CH2:14][N:15]4[CH:16]=[C:17]([C:22]5[N:26]([CH:27]([CH3:29])[CH3:28])[N:25]=[CH:24][N:23]=5)[N:18]=[C:19]4[C:20]=3[CH:21]=2)[CH3:7])[CH2:36][CH2:35]1)([CH3:33])([CH3:32])[CH3:31]. (2) Reactant: Br[C:2]1[CH:25]=[CH:24][C:5]([C:6]([N:8]([CH2:13][C:14]2[CH:23]=[CH:22][C:17]([C:18]([O:20][CH3:21])=[O:19])=[CH:16][CH:15]=2)[CH2:9][CH:10]2[CH2:12][CH2:11]2)=[O:7])=[CH:4][CH:3]=1.[F:26][C:27]1[CH:32]=[CH:31][C:30]([OH:33])=[C:29]([O:34][CH3:35])[CH:28]=1.C1(O)C=CC=CC=1. Product: [CH:10]1([CH2:9][N:8]([CH2:13][C:14]2[CH:23]=[CH:22][C:17]([C:18]([O:20][CH3:21])=[O:19])=[CH:16][CH:15]=2)[C:6](=[O:7])[C:5]2[CH:24]=[CH:25][C:2]([O:33][C:30]3[CH:31]=[CH:32][C:27]([F:26])=[CH:28][C:29]=3[O:34][CH3:35])=[CH:3][CH:4]=2)[CH2:12][CH2:11]1. The catalyst class is: 33.